Predict which catalyst facilitates the given reaction. From a dataset of Catalyst prediction with 721,799 reactions and 888 catalyst types from USPTO. (1) Reactant: [NH:1]1[C:5]2[CH:6]=[CH:7][CH:8]=[CH:9][C:4]=2[N:3]=[C:2]1[CH:10]([C:12]1[CH:17]=[CH:16][CH:15]=[CH:14][CH:13]=1)[OH:11].[CH3:18][N:19]1[CH2:23][CH2:22][CH:21](O)[CH2:20]1.O.[Na]. The catalyst class is: 501. Product: [CH3:18][N:19]1[CH2:23][CH2:22][CH:21]([O:11][CH:10]([C:12]2[CH:17]=[CH:16][CH:15]=[CH:14][CH:13]=2)[C:2]2[NH:3][C:4]3[CH:9]=[CH:8][CH:7]=[CH:6][C:5]=3[N:1]=2)[CH2:20]1. (2) Reactant: C[O:2][C:3](=[O:33])[CH2:4][C:5]1[CH:10]=[CH:9][CH:8]=[C:7]([CH2:11][N:12]2[CH2:17][CH:16]([CH3:18])[N:15]([C:19]3[S:20][C:21]4[CH:27]=[C:26]([C:28]([F:31])([F:30])[F:29])[CH:25]=[CH:24][C:22]=4[N:23]=3)[CH:14]([CH3:32])[CH2:13]2)[CH:6]=1.[OH-].[Na+].Cl. Product: [CH3:18][CH:16]1[N:15]([C:19]2[S:20][C:21]3[CH:27]=[C:26]([C:28]([F:31])([F:30])[F:29])[CH:25]=[CH:24][C:22]=3[N:23]=2)[CH:14]([CH3:32])[CH2:13][N:12]([CH2:11][C:7]2[CH:6]=[C:5]([CH2:4][C:3]([OH:33])=[O:2])[CH:10]=[CH:9][CH:8]=2)[CH2:17]1. The catalyst class is: 5. (3) Reactant: Cl[C:2]1[C:3]2[C:10]([C:11]3[CH:16]=[CH:15][C:14]([O:17][CH3:18])=[CH:13][CH:12]=3)=[C:9]([C:19]3[CH:24]=[CH:23][CH:22]=[CH:21][CH:20]=3)[O:8][C:4]=2[N:5]=[CH:6][N:7]=1.[NH2:25][C@H:26]1[CH2:31][CH2:30][CH2:29][C@H:28]([OH:32])[CH2:27]1.CCN(C(C)C)C(C)C. Product: [CH3:18][O:17][C:14]1[CH:15]=[CH:16][C:11]([C:10]2[C:3]3[C:2]([NH:25][C@H:26]4[CH2:31][CH2:30][CH2:29][C@H:28]([OH:32])[CH2:27]4)=[N:7][CH:6]=[N:5][C:4]=3[O:8][C:9]=2[C:19]2[CH:24]=[CH:23][CH:22]=[CH:21][CH:20]=2)=[CH:12][CH:13]=1. The catalyst class is: 3. (4) Reactant: [Br:1]N1C(=O)CCC1=O.[CH3:9][C:10]([CH3:21])([C:12](=[O:20])[CH2:13][C:14](=[O:19])[C:15]([CH3:18])([CH3:17])[CH3:16])[CH3:11]. Product: [Br:1][CH:13]([C:14](=[O:19])[C:15]([CH3:18])([CH3:17])[CH3:16])[C:12](=[O:20])[C:10]([CH3:21])([CH3:9])[CH3:11]. The catalyst class is: 53.